From a dataset of Forward reaction prediction with 1.9M reactions from USPTO patents (1976-2016). Predict the product of the given reaction. (1) Given the reactants [CH:1]([C:3]1[C:4]([CH3:13])=[CH:5][C:6]([CH3:12])=[C:7]([CH:11]=1)[C:8]([OH:10])=[O:9])=[O:2].S(=O)(=O)(O)O.[CH3:19]O, predict the reaction product. The product is: [CH:1]([C:3]1[C:4]([CH3:13])=[CH:5][C:6]([CH3:12])=[C:7]([CH:11]=1)[C:8]([O:10][CH3:19])=[O:9])=[O:2]. (2) Given the reactants [Cl:1][C:2]1[CH:7]=[CH:6][C:5]([N:8]2[CH2:12][CH2:11][CH:10]([NH2:13])[CH2:9]2)=[CH:4][CH:3]=1.[F:14][C:15]([F:30])([F:29])[C:16]1[CH:17]=[C:18]([CH:22]=[C:23]([C:25]([F:28])([F:27])[F:26])[CH:24]=1)[C:19](Cl)=[O:20].C(N(CC)CC)C, predict the reaction product. The product is: [Cl:1][C:2]1[CH:7]=[CH:6][C:5]([N:8]2[CH2:12][CH2:11][CH:10]([NH:13][C:19](=[O:20])[C:18]3[CH:22]=[C:23]([C:25]([F:26])([F:27])[F:28])[CH:24]=[C:16]([C:15]([F:14])([F:29])[F:30])[CH:17]=3)[CH2:9]2)=[CH:4][CH:3]=1. (3) The product is: [F:1][C:2]1[CH:7]=[CH:6][CH:5]=[CH:4][C:3]=1[C:8](=[N:25][OH:26])[CH2:9][N:10]1[C:14]2[CH:15]=[CH:16][CH:17]=[CH:18][C:13]=2[N:12]([C:19]([CH3:21])=[CH2:20])[C:11]1=[O:22]. Given the reactants [F:1][C:2]1[CH:7]=[CH:6][CH:5]=[CH:4][C:3]=1[C:8](=O)[CH2:9][N:10]1[C:14]2[CH:15]=[CH:16][CH:17]=[CH:18][C:13]=2[N:12]([C:19]([CH3:21])=[CH2:20])[C:11]1=[O:22].Cl.[NH2:25][OH:26].N1C=CC=CC=1, predict the reaction product. (4) Given the reactants C([O-])(O)=O.[Na+:5].[O-]S([O-])=O.[Na+].[Na+].[CH3:12][S:13]([C:16]1[CH:21]=[CH:20][C:19]([S:22](Cl)(=[O:24])=[O:23])=[CH:18][CH:17]=1)(=[O:15])=[O:14], predict the reaction product. The product is: [Na+:5].[CH3:12][S:13]([C:16]1[CH:17]=[CH:18][C:19]([S:22]([O-:24])=[O:23])=[CH:20][CH:21]=1)(=[O:15])=[O:14]. (5) Given the reactants Br.[Br:2][C:3]1[C:16]2[C:17]3[C:18]4[C:5](=[CH:6][C:7]([C:38]([CH3:41])([CH3:40])[CH3:39])=[CH:8][C:9]=4[C:10]([Br:37])=[C:11]([N:23]=C(C4C=CC=CC=4)C4C=CC=CC=4)[C:12]=3[CH:13]=[C:14]([C:19]([CH3:22])([CH3:21])[CH3:20])[CH:15]=2)[C:4]=1[N:42]=C(C1C=CC=CC=1)C1C=CC=CC=1, predict the reaction product. The product is: [Br:2][C:3]1[C:16]2[C:17]3[C:18]4[C:5](=[CH:6][C:7]([C:38]([CH3:41])([CH3:40])[CH3:39])=[CH:8][C:9]=4[C:10]([Br:37])=[C:11]([NH2:23])[C:12]=3[CH:13]=[C:14]([C:19]([CH3:22])([CH3:21])[CH3:20])[CH:15]=2)[C:4]=1[NH2:42]. (6) The product is: [CH3:1][CH:2]1[CH2:3][CH2:4][C:5]2[C:10](=[N:9][C:8]([C:12]3[CH:17]=[CH:16][CH:15]=[CH:14][CH:13]=3)=[C:7]([C:18]3[CH:23]=[CH:22][CH:21]=[CH:20][CH:19]=3)[CH:6]=2)[NH:11]1. Given the reactants [CH3:1][C:2]1[N:11]=[C:10]2[C:5]([CH:6]=[C:7]([C:18]3[CH:23]=[CH:22][CH:21]=[CH:20][CH:19]=3)[C:8]([C:12]3[CH:17]=[CH:16][CH:15]=[CH:14][CH:13]=3)=[N:9]2)=[CH:4][CH:3]=1, predict the reaction product. (7) Given the reactants [CH3:1][O:2][C:3](=[O:20])[C:4]1[CH:9]=[C:8]([F:10])[CH:7]=[C:6]([CH2:11][NH:12]C(OC(C)(C)C)=O)[CH:5]=1.Cl.O1CCOCC1, predict the reaction product. The product is: [CH3:1][O:2][C:3](=[O:20])[C:4]1[CH:9]=[C:8]([F:10])[CH:7]=[C:6]([CH2:11][NH2:12])[CH:5]=1. (8) Given the reactants [CH2:1]([N:3]1[C:15]2[CH:14]=[CH:13][C:12]([C:16]3[NH:20][C:19]4[CH:21]=[CH:22][C:23]([C:25]([O:27]C)=[O:26])=[CH:24][C:18]=4[N:17]=3)=[CH:11][C:10]=2[C:9]2[C:4]1=[CH:5][CH:6]=[CH:7][CH:8]=2)[CH3:2].[CH:29]1([CH:32]2[CH2:34][O:33]2)[CH2:31][CH2:30]1, predict the reaction product. The product is: [CH:29]1([CH:32]([OH:33])[CH2:34][N:20]2[C:19]3[CH:21]=[CH:22][C:23]([C:25]([OH:27])=[O:26])=[CH:24][C:18]=3[N:17]=[C:16]2[C:12]2[CH:13]=[CH:14][C:15]3[N:3]([CH2:1][CH3:2])[C:4]4[C:9]([C:10]=3[CH:11]=2)=[CH:8][CH:7]=[CH:6][CH:5]=4)[CH2:31][CH2:30]1.